Predict which catalyst facilitates the given reaction. From a dataset of Catalyst prediction with 721,799 reactions and 888 catalyst types from USPTO. (1) Reactant: [Br:1][C:2]1[CH:7]=[CH:6][C:5]([C:8]2([N:16]3[C:24](=[O:25])[C:23]4[C:18](=[CH:19][CH:20]=[CH:21][CH:22]=4)[C:17]3=[O:26])[CH2:11][C:10](OC)([O:12]C)[CH2:9]2)=[CH:4][CH:3]=1.Cl. Product: [Br:1][C:2]1[CH:3]=[CH:4][C:5]([C:8]2([N:16]3[C:24](=[O:25])[C:23]4[C:18](=[CH:19][CH:20]=[CH:21][CH:22]=4)[C:17]3=[O:26])[CH2:9][C:10](=[O:12])[CH2:11]2)=[CH:6][CH:7]=1. The catalyst class is: 21. (2) Reactant: [NH2:1][C:2]1[CH:3]=[C:4]([C:8]2[N:13]3[N:14]=[CH:15][C:16]([C:17]([C:19]4[S:20][CH:21]=[CH:22][CH:23]=4)=[O:18])=[C:12]3[N:11]=[CH:10][CH:9]=2)[CH:5]=[CH:6][CH:7]=1.C(N(CC)CC)C.[F:31][C:32]1[CH:40]=[CH:39][CH:38]=[CH:37][C:33]=1[C:34](Cl)=[O:35]. Product: [F:31][C:32]1[CH:40]=[CH:39][CH:38]=[CH:37][C:33]=1[C:34]([NH:1][C:2]1[CH:7]=[CH:6][CH:5]=[C:4]([C:8]2[N:13]3[N:14]=[CH:15][C:16]([C:17]([C:19]4[S:20][CH:21]=[CH:22][CH:23]=4)=[O:18])=[C:12]3[N:11]=[CH:10][CH:9]=2)[CH:3]=1)=[O:35]. The catalyst class is: 143. (3) Reactant: CN(C(ON1N=NC2C=CC=NC1=2)=[N+](C)C)C.F[P-](F)(F)(F)(F)F.[N+:25]([C:28]1[CH:33]=[CH:32][C:31]([C:34](=[NH:37])[NH:35][NH2:36])=[CH:30][CH:29]=1)([O-:27])=[O:26].[C:38]([O:42][C:43](=[O:49])[CH2:44][CH2:45][C:46](O)=[O:47])([CH3:41])([CH3:40])[CH3:39]. Product: [N+:25]([C:28]1[CH:29]=[CH:30][C:31]([C:34]([NH:35][NH:36][C:46](=[O:47])[CH2:45][CH2:44][C:43]([O:42][C:38]([CH3:40])([CH3:39])[CH3:41])=[O:49])=[NH:37])=[CH:32][CH:33]=1)([O-:27])=[O:26]. The catalyst class is: 1.